This data is from Catalyst prediction with 721,799 reactions and 888 catalyst types from USPTO. The task is: Predict which catalyst facilitates the given reaction. (1) Reactant: C(OC([N:8]([C:22]1[N:23]=[C:24]2[CH:29]=[CH:28][CH:27]=[CH:26][N:25]2[C:30]=1[CH:31]([CH3:33])[CH3:32])[S:9]([C:12]1[CH:21]=[CH:20][C:15]([C:16]([O:18][CH3:19])=[O:17])=[CH:14][CH:13]=1)(=[O:11])=[O:10])=O)(C)(C)C.[ClH:34]. Product: [ClH:34].[CH:31]([C:30]1[N:25]2[CH:26]=[CH:27][CH:28]=[CH:29][C:24]2=[N:23][C:22]=1[NH:8][S:9]([C:12]1[CH:13]=[CH:14][C:15]([C:16]([O:18][CH3:19])=[O:17])=[CH:20][CH:21]=1)(=[O:10])=[O:11])([CH3:33])[CH3:32]. The catalyst class is: 12. (2) Reactant: C1(C[O:8][C:9](=[O:89])[CH2:10][N:11]2[CH2:22][CH2:21][N:20]([CH2:23][C:24]([N:26]([CH2:47][CH2:48][O:49][C:50](=[O:66])[CH2:51][CH2:52][CH2:53][CH2:54][CH2:55][CH2:56][CH2:57][CH2:58][CH2:59][CH2:60][CH2:61][CH2:62][CH2:63][CH2:64][CH3:65])[CH2:27][CH2:28][O:29][C:30](=[O:46])[CH2:31][CH2:32][CH2:33][CH2:34][CH2:35][CH2:36][CH2:37][CH2:38][CH2:39][CH2:40][CH2:41][CH2:42][CH2:43][CH2:44][CH3:45])=[O:25])[CH2:19][CH2:18][N:17]([CH2:67][C:68]([O:70]CC3C=CC=CC=3)=[O:69])[CH2:16][CH2:15][N:14]([CH2:78][C:79]([O:81]CC3C=CC=CC=3)=[O:80])[CH2:13][CH2:12]2)C=CC=CC=1. Product: [O:66]=[C:50]([O:49][CH2:48][CH2:47][N:26]([CH2:27][CH2:28][O:29][C:30](=[O:46])[CH2:31][CH2:32][CH2:33][CH2:34][CH2:35][CH2:36][CH2:37][CH2:38][CH2:39][CH2:40][CH2:41][CH2:42][CH2:43][CH2:44][CH3:45])[C:24](=[O:25])[CH2:23][N:20]1[CH2:21][CH2:22][N:11]([CH2:10][C:9]([OH:89])=[O:8])[CH2:12][CH2:13][N:14]([CH2:78][C:79]([OH:81])=[O:80])[CH2:15][CH2:16][N:17]([CH2:67][C:68]([OH:70])=[O:69])[CH2:18][CH2:19]1)[CH2:51][CH2:52][CH2:53][CH2:54][CH2:55][CH2:56][CH2:57][CH2:58][CH2:59][CH2:60][CH2:61][CH2:62][CH2:63][CH2:64][CH3:65]. The catalyst class is: 50. (3) Reactant: [Cl:1][C:2]1[CH:7]=[CH:6][N:5]=[C:4]([C:8]([O:10][CH:11]([CH3:13])[CH3:12])=[O:9])[CH:3]=1.C1C=C(Cl)C=C(C(OO)=[O:22])C=1. Product: [Cl:1][C:2]1[CH:3]=[C:4]([C:8]([O:10][CH:11]([CH3:13])[CH3:12])=[O:9])[N+:5]([O-:22])=[CH:6][CH:7]=1. The catalyst class is: 2. (4) Reactant: [CH2:1]([C:4]1[C:8]([CH2:9][CH2:10][CH2:11][OH:12])=[CH:7][N:6]([C:13]2[CH:18]=[CH:17][C:16]([C:19]([F:22])([F:21])[F:20])=[CH:15][N:14]=2)[N:5]=1)[CH2:2][CH3:3].[CH:23]1([N:29]2[C:33]([CH2:34][CH2:35][C:36]([O:38]CC)=[O:37])=[CH:32][C:31](O)=[N:30]2)[CH2:28][CH2:27][CH2:26][CH2:25][CH2:24]1.C(P(CCCC)CCCC)CCC.N(C(N1CCCCC1)=O)=NC(N1CCCCC1)=O. Product: [CH:23]1([N:29]2[C:33]([CH2:34][CH2:35][C:36]([OH:38])=[O:37])=[CH:32][C:31]([O:12][CH2:11][CH2:10][CH2:9][C:8]3[C:4]([CH2:1][CH2:2][CH3:3])=[N:5][N:6]([C:13]4[CH:18]=[CH:17][C:16]([C:19]([F:21])([F:20])[F:22])=[CH:15][N:14]=4)[CH:7]=3)=[N:30]2)[CH2:24][CH2:25][CH2:26][CH2:27][CH2:28]1. The catalyst class is: 7.